This data is from Catalyst prediction with 721,799 reactions and 888 catalyst types from USPTO. The task is: Predict which catalyst facilitates the given reaction. (1) The catalyst class is: 66. Reactant: [Cl:1][C:2]1[CH:3]=[C:4]2[C:8](=[C:9]([CH:11]([O:13][CH2:14][C:15]3([C:28]4[CH:33]=[CH:32][C:31]([F:34])=[CH:30][CH:29]=4)[CH2:20][CH2:19][N:18]([C:21](OC(C)(C)C)=O)[CH2:17][CH2:16]3)[CH3:12])[CH:10]=1)[NH:7][CH:6]=[C:5]2[C:35]#[N:36].C(O)(C(F)(F)F)=O.C=O.C(O[BH-](OC(=O)C)OC(=O)C)(=O)C.[Na+]. Product: [Cl:1][C:2]1[CH:3]=[C:4]2[C:8](=[C:9]([CH:11]([O:13][CH2:14][C:15]3([C:28]4[CH:33]=[CH:32][C:31]([F:34])=[CH:30][CH:29]=4)[CH2:20][CH2:19][N:18]([CH3:21])[CH2:17][CH2:16]3)[CH3:12])[CH:10]=1)[NH:7][CH:6]=[C:5]2[C:35]#[N:36]. (2) Reactant: [C:1]([O:5][C:6](=[O:16])[NH:7][CH2:8][CH2:9][CH:10]1[O:15][CH2:14][CH2:13][NH:12][CH2:11]1)([CH3:4])([CH3:3])[CH3:2].C(=O)(O)[O-].[Na+].[C:22](Cl)(=[O:33])[O:23][CH2:24][C:25]1[CH:30]=[C:29]([Cl:31])[CH:28]=[C:27]([Cl:32])[CH:26]=1.[OH-].[Na+]. Product: [C:1]([O:5][C:6]([NH:7][CH2:8][CH2:9][CH:10]1[O:15][CH2:14][CH2:13][N:12]([C:22]([O:23][CH2:24][C:25]2[CH:26]=[C:27]([Cl:32])[CH:28]=[C:29]([Cl:31])[CH:30]=2)=[O:33])[CH2:11]1)=[O:16])([CH3:4])([CH3:2])[CH3:3]. The catalyst class is: 2. (3) Reactant: Cl[C:2]1[C:11]2=[N:12][N:13](CC3C=CC(OC)=CC=3)[CH:14]=[C:10]2[C:9]2[CH:8]=[C:7]([O:24][CH3:25])[CH:6]=[CH:5][C:4]=2[N:3]=1.[NH2:26][C:27]1[CH:37]=[CH:36][C:30]2[O:31][CH2:32][C:33](=[O:35])[NH:34][C:29]=2[CH:28]=1.Cl. Product: [CH3:25][O:24][C:7]1[CH:6]=[CH:5][C:4]2[N:3]=[C:2]([NH:26][C:27]3[CH:37]=[CH:36][C:30]4[O:31][CH2:32][C:33](=[O:35])[NH:34][C:29]=4[CH:28]=3)[C:11]3=[N:12][NH:13][CH:14]=[C:10]3[C:9]=2[CH:8]=1. The catalyst class is: 71. (4) Reactant: Br[CH2:2][C:3]1[C:8]([O:9][CH3:10])=[CH:7][CH:6]=[CH:5][C:4]=1[N:11]1[C:15](=[O:16])[N:14]([CH3:17])[N:13]=[N:12]1.C[C:19]1[CH:24]=[CH:23][C:22]([N:25]2[CH:29]=[CH:28][C:27]([OH:30])=[N:26]2)=[CH:21][CH:20]=1.[C:31](=O)([O-])[O-:32].[K+].[K+].C(#N)C. Product: [CH3:31][O:32][C:19]1[CH:24]=[CH:23][C:22]([N:25]2[CH:29]=[CH:28][C:27]([O:30][CH2:2][C:3]3[C:8]([O:9][CH3:10])=[CH:7][CH:6]=[CH:5][C:4]=3[N:11]3[C:15](=[O:16])[N:14]([CH3:17])[N:13]=[N:12]3)=[N:26]2)=[CH:21][CH:20]=1. The catalyst class is: 6. (5) Reactant: [CH:1]([N:4]1[CH2:9][CH2:8][N:7]([CH2:10][CH2:11][O:12][C:13]2[CH:18]=[CH:17][N:16]3[C:19]([C:22]([O-:24])=O)=[CH:20][N:21]=[C:15]3[CH:14]=2)[CH2:6][CH2:5]1)([CH3:3])[CH3:2].[Li+].ClC1C=C(Cl)C=C(Cl)C=1C(Cl)=O.[CH3:38][C:39]1[C:47]2[C:46]([NH2:48])=[CH:45][CH:44]=[CH:43][C:42]=2[N:41]([CH2:49][C:50]2[CH:55]=[CH:54][C:53]([C:56]([F:59])([F:58])[F:57])=[CH:52][N:51]=2)[N:40]=1.O. Product: [CH:1]([N:4]1[CH2:5][CH2:6][N:7]([CH2:10][CH2:11][O:12][C:13]2[CH:18]=[CH:17][N:16]3[C:19]([C:22]([NH:48][C:46]4[CH:45]=[CH:44][CH:43]=[C:42]5[C:47]=4[C:39]([CH3:38])=[N:40][N:41]5[CH2:49][C:50]4[CH:55]=[CH:54][C:53]([C:56]([F:59])([F:58])[F:57])=[CH:52][N:51]=4)=[O:24])=[CH:20][N:21]=[C:15]3[CH:14]=2)[CH2:8][CH2:9]1)([CH3:2])[CH3:3]. The catalyst class is: 37.